Dataset: Experimentally validated miRNA-target interactions with 360,000+ pairs, plus equal number of negative samples. Task: Binary Classification. Given a miRNA mature sequence and a target amino acid sequence, predict their likelihood of interaction. The miRNA is hsa-miR-4780 with sequence ACCCUUGAGCCUGAUCCCUAGC. The protein sequence of the target gene is MAGRGGSALLALCGALAACGWLLGAEAQEPGAPAAGMRRRRRLQQEDGISFEYHRYPELREALVSVWLQCTAISRIYTVGRSFEGRELLVIELSDNPGVHEPGEPEFKYIGNMHGNEAVGRELLIFLAQYLCNEYQKGNETIVNLIHSTRIHIMPSLNPDGFEKAASQPGELKDWFVGRSNAQGIDLNRNFPDLDRIVYVNEKEGGPNNHLLKNMKKIVDQNTKLAPETKAVIHWIMDIPFVLSANLHGGDLVANYPYDETRSGSAHEYSSSPDDAIFQSLARAYSSFNPAMSDPNRPPC.... Result: 1 (interaction).